Dataset: Reaction yield outcomes from USPTO patents with 853,638 reactions. Task: Predict the reaction yield, written as a fraction of the theoretical maximum amount of product (1.0 means a 100% yield; for example, 0.34 means a 34% yield). (1) The catalyst is CO. The reactants are [F:1][C:2]1[CH:3]=[C:4]([CH:22]=[C:23]([F:25])[CH:24]=1)[CH2:5][C@H:6]1[CH2:11][C@@H:10]([C:12]2[O:16][NH:15][C:14](=[O:17])[CH:13]=2)[CH2:9][CH2:8][N:7]1[C:18]([O:20][CH3:21])=[O:19].CCCCCCC.CCO. The yield is 0.400. The product is [F:25][C:23]1[CH:22]=[C:4]([CH:3]=[C:2]([F:1])[CH:24]=1)[CH2:5][C@H:6]1[CH2:11][C@@H:10]([C:12]2[O:16][NH:15][C:14](=[O:17])[CH:13]=2)[CH2:9][CH2:8][N:7]1[C:18]([O:20][CH3:21])=[O:19].[F:25][C:23]1[CH:22]=[C:4]([CH:3]=[C:2]([F:1])[CH:24]=1)[CH2:5][C@@H:6]1[CH2:11][C@H:10]([C:12]2[O:16][NH:15][C:14](=[O:17])[CH:13]=2)[CH2:9][CH2:8][N:7]1[C:18]([O:20][CH3:21])=[O:19]. (2) The reactants are [Br:1][C:2]1[CH:11]=[CH:10][C:9]2[O:8][CH2:7][C:6]3[CH:12]=[C:13]([C:15]([O:17]C)=[O:16])[S:14][C:5]=3[C:4]=2[CH:3]=1.[OH-].[K+]. The catalyst is O1CCCC1.O. The product is [Br:1][C:2]1[CH:11]=[CH:10][C:9]2[O:8][CH2:7][C:6]3[CH:12]=[C:13]([C:15]([OH:17])=[O:16])[S:14][C:5]=3[C:4]=2[CH:3]=1. The yield is 0.930. (3) The reactants are I[C:2]1[C:10]2[C:5](=[CH:6][CH:7]=[C:8]([N+:12]([O-:14])=[O:13])[C:9]=2[CH3:11])[N:4]([CH3:15])[CH:3]=1.CC1(C)C(C)(C)OB([C:24]2[CH2:29][CH2:28][N:27]([C:30]([O:32][C:33]([CH3:36])([CH3:35])[CH3:34])=[O:31])[CH2:26][CH:25]=2)O1.C(=O)([O-])[O-].[K+].[K+]. The catalyst is [Pd].[Pd].C1C=CC(P(C2C=CC=CC=2)C2C=CC=CC=2)=CC=1.COCCOC.C(O)C.O. The product is [CH3:15][N:4]1[C:5]2[C:10](=[C:9]([CH3:11])[C:8]([N+:12]([O-:14])=[O:13])=[CH:7][CH:6]=2)[C:2]([C:24]2[CH2:29][CH2:28][N:27]([C:30]([O:32][C:33]([CH3:36])([CH3:35])[CH3:34])=[O:31])[CH2:26][CH:25]=2)=[CH:3]1. The yield is 0.680. (4) The reactants are [H-].[Na+].[O:3]=[C:4]([CH2:11][CH2:12][CH3:13])[CH2:5][C:6]([O:8][CH2:9][CH3:10])=[O:7].Br[CH:15]([C:17]1[CH:22]=[CH:21][C:20]([C:23]2[C:24]([C:29]#[N:30])=[CH:25][CH:26]=[CH:27][CH:28]=2)=[CH:19][CH:18]=1)[CH3:16].Cl. The catalyst is O1CCCC1. The product is [C:29]([C:24]1[CH:25]=[CH:26][CH:27]=[CH:28][C:23]=1[C:20]1[CH:19]=[CH:18][C:17]([CH:15]([CH:5]([C:4](=[O:3])[CH2:11][CH2:12][CH3:13])[C:6]([O:8][CH2:9][CH3:10])=[O:7])[CH3:16])=[CH:22][CH:21]=1)#[N:30]. The yield is 0.940. (5) The product is [Br:1][C:2]1[C:3]([CH3:18])=[C:4]([CH:5]=[CH:6][CH:7]=1)[CH:8]=[C:9]1[C:10]2[C:11](=[CH:12][CH:13]=[CH:14][CH:15]=2)[CH2:16][O:17]1. The reactants are [Br:1][C:2]1[C:3]([CH3:18])=[C:4]([C:8]#[C:9][C:10]2[CH:15]=[CH:14][CH:13]=[CH:12][C:11]=2[CH2:16][OH:17])[CH:5]=[CH:6][CH:7]=1.[F-].C([N+](CCCC)(CCCC)CCCC)CCC. The catalyst is C1COCC1.CCOC(C)=O. The yield is 0.720.